Dataset: Peptide-MHC class II binding affinity with 134,281 pairs from IEDB. Task: Regression. Given a peptide amino acid sequence and an MHC pseudo amino acid sequence, predict their binding affinity value. This is MHC class II binding data. (1) The peptide sequence is YQSYGPSGQYTHEFD. The MHC is HLA-DPA10201-DPB10101 with pseudo-sequence HLA-DPA10201-DPB10101. The binding affinity (normalized) is 0.347. (2) The peptide sequence is GELWIVDKIDAAFKI. The MHC is DRB1_1101 with pseudo-sequence DRB1_1101. The binding affinity (normalized) is 0.622.